Dataset: Forward reaction prediction with 1.9M reactions from USPTO patents (1976-2016). Task: Predict the product of the given reaction. (1) Given the reactants [Cl:1][C:2]1[CH:10]=[CH:9][C:8]([N+:11]([O-:13])=[O:12])=[CH:7][C:3]=1[C:4]([OH:6])=[O:5].OS(O)(=O)=O.[CH3:19]O, predict the reaction product. The product is: [CH3:19][O:5][C:4](=[O:6])[C:3]1[CH:7]=[C:8]([N+:11]([O-:13])=[O:12])[CH:9]=[CH:10][C:2]=1[Cl:1]. (2) Given the reactants [Br:1][C:2]1[CH:3]=[C:4]2[C:8](=[CH:9][CH:10]=1)[NH:7][N:6]=[C:5]2[C:11]([OH:13])=[O:12].S(Cl)(Cl)=O.[CH3:18]O, predict the reaction product. The product is: [Br:1][C:2]1[CH:3]=[C:4]2[C:8](=[CH:9][CH:10]=1)[NH:7][N:6]=[C:5]2[C:11]([O:13][CH3:18])=[O:12].